Dataset: Peptide-MHC class I binding affinity with 185,985 pairs from IEDB/IMGT. Task: Regression. Given a peptide amino acid sequence and an MHC pseudo amino acid sequence, predict their binding affinity value. This is MHC class I binding data. (1) The peptide sequence is WPISAILWF. The MHC is HLA-A11:01 with pseudo-sequence HLA-A11:01. The binding affinity (normalized) is 0. (2) The peptide sequence is PLTFGWCYKL. The MHC is HLA-B08:01 with pseudo-sequence HLA-B08:01. The binding affinity (normalized) is 0.